The task is: Predict which catalyst facilitates the given reaction.. This data is from Catalyst prediction with 721,799 reactions and 888 catalyst types from USPTO. (1) Reactant: [Cl:1][C:2]1[C:3]([F:42])=[C:4]([C@@H:8]2[C@:12]([C:15]3[CH:20]=[CH:19][C:18]([Cl:21])=[CH:17][C:16]=3[F:22])([C:13]#[N:14])[C@H:11]([CH2:23][C:24]([CH3:27])([CH3:26])[CH3:25])[NH:10][C@H:9]2[C:28]([NH:30][C:31]2[CH:39]=[CH:38][C:34]([C:35]([OH:37])=[O:36])=[CH:33][C:32]=2[O:40][CH3:41])=[O:29])[CH:5]=[CH:6][CH:7]=1.[OH:43][CH2:44][CH:45]([CH2:48]O)[CH2:46][OH:47].[H-].[Na+]. Product: [Cl:1][C:2]1[C:3]([F:42])=[C:4]([C@@H:8]2[C@:12]([C:15]3[CH:20]=[CH:19][C:18]([Cl:21])=[CH:17][C:16]=3[F:22])([C:13]#[N:14])[C@H:11]([CH2:23][C:24]([CH3:26])([CH3:27])[CH3:25])[NH:10][C@H:9]2[C:28]([NH:30][C:31]2[CH:39]=[CH:38][C:34]([C:35]([O:37][CH2:48][CH:45]([CH2:46][OH:47])[CH2:44][OH:43])=[O:36])=[CH:33][C:32]=2[O:40][CH3:41])=[O:29])[CH:5]=[CH:6][CH:7]=1. The catalyst class is: 7. (2) Reactant: [Cl:1][C:2]1[N:6]([C:7]2[CH:12]=[CH:11][C:10]([C:13]3[C:18]([O:19][CH3:20])=[CH:17][CH:16]=[CH:15][C:14]=3[F:21])=[CH:9][CH:8]=2)[C:5]([C:22](OCC)=[O:23])=[C:4]([NH:27][C:28](=[O:32])[CH2:29][C:30]#[N:31])[CH:3]=1.CC(C)([O-])C.[K+].Cl. Product: [Cl:1][C:2]1[N:6]([C:7]2[CH:12]=[CH:11][C:10]([C:13]3[C:18]([O:19][CH3:20])=[CH:17][CH:16]=[CH:15][C:14]=3[F:21])=[CH:9][CH:8]=2)[C:5]2[C:22]([OH:23])=[C:29]([C:30]#[N:31])[C:28](=[O:32])[NH:27][C:4]=2[CH:3]=1. The catalyst class is: 16. (3) Reactant: [Cl:1][C:2]1[CH:7]=[C:6]([Cl:8])[CH:5]=[C:4]([C:9]([C:11]([F:14])([F:13])[F:12])=[CH2:10])[C:3]=1[F:15].CO[CH2:18][N:19]([CH2:25][C:26]1[CH:31]=[CH:30][CH:29]=[CH:28][CH:27]=1)[CH2:20][Si](C)(C)C.FC(F)(F)C(O)=O. Product: [CH2:25]([N:19]1[CH2:20][CH2:10][C:9]([C:4]2[CH:5]=[C:6]([Cl:8])[CH:7]=[C:2]([Cl:1])[C:3]=2[F:15])([C:11]([F:14])([F:13])[F:12])[CH2:18]1)[C:26]1[CH:31]=[CH:30][CH:29]=[CH:28][CH:27]=1. The catalyst class is: 4.